Dataset: NCI-60 drug combinations with 297,098 pairs across 59 cell lines. Task: Regression. Given two drug SMILES strings and cell line genomic features, predict the synergy score measuring deviation from expected non-interaction effect. (1) Drug 1: C1=CC(=CC=C1CCC2=CNC3=C2C(=O)NC(=N3)N)C(=O)NC(CCC(=O)O)C(=O)O. Drug 2: C1CCC(C(C1)N)N.C(=O)(C(=O)[O-])[O-].[Pt+4]. Cell line: MDA-MB-231. Synergy scores: CSS=9.20, Synergy_ZIP=-8.35, Synergy_Bliss=-10.9, Synergy_Loewe=-9.95, Synergy_HSA=-8.71. (2) Drug 1: C1C(C(OC1N2C=NC3=C(N=C(N=C32)Cl)N)CO)O. Drug 2: CCN(CC)CCNC(=O)C1=C(NC(=C1C)C=C2C3=C(C=CC(=C3)F)NC2=O)C. Cell line: SW-620. Synergy scores: CSS=21.1, Synergy_ZIP=-9.70, Synergy_Bliss=-0.137, Synergy_Loewe=-10.6, Synergy_HSA=-0.430. (3) Drug 1: C1=NC2=C(N=C(N=C2N1C3C(C(C(O3)CO)O)O)F)N. Drug 2: CS(=O)(=O)CCNCC1=CC=C(O1)C2=CC3=C(C=C2)N=CN=C3NC4=CC(=C(C=C4)OCC5=CC(=CC=C5)F)Cl. Cell line: HCT-15. Synergy scores: CSS=7.48, Synergy_ZIP=-0.173, Synergy_Bliss=3.09, Synergy_Loewe=-1.78, Synergy_HSA=-1.65. (4) Cell line: SF-539. Synergy scores: CSS=4.93, Synergy_ZIP=0.150, Synergy_Bliss=-1.39, Synergy_Loewe=2.10, Synergy_HSA=-0.484. Drug 2: C1CC(=O)NC(=O)C1N2C(=O)C3=CC=CC=C3C2=O. Drug 1: C1=CN(C=N1)CC(O)(P(=O)(O)O)P(=O)(O)O. (5) Drug 1: C1CCN(CC1)CCOC2=CC=C(C=C2)C(=O)C3=C(SC4=C3C=CC(=C4)O)C5=CC=C(C=C5)O. Drug 2: CC1=C(C(=CC=C1)Cl)NC(=O)C2=CN=C(S2)NC3=CC(=NC(=N3)C)N4CCN(CC4)CCO. Cell line: MCF7. Synergy scores: CSS=10.1, Synergy_ZIP=0.370, Synergy_Bliss=5.09, Synergy_Loewe=3.87, Synergy_HSA=4.91. (6) Drug 1: CC1=C2C(C(=O)C3(C(CC4C(C3C(C(C2(C)C)(CC1OC(=O)C(C(C5=CC=CC=C5)NC(=O)OC(C)(C)C)O)O)OC(=O)C6=CC=CC=C6)(CO4)OC(=O)C)OC)C)OC. Drug 2: C1=C(C(=O)NC(=O)N1)F. Synergy scores: CSS=43.8, Synergy_ZIP=-13.7, Synergy_Bliss=-19.3, Synergy_Loewe=-15.4, Synergy_HSA=-13.0. Cell line: U251.